Dataset: Forward reaction prediction with 1.9M reactions from USPTO patents (1976-2016). Task: Predict the product of the given reaction. Given the reactants FC(F)(F)C(O)=O.[NH2:8][C@H:9]([C:19]1[C:24]([C:25]2[CH:26]=[CH:27][C:28]([F:34])=[C:29]([CH:33]=2)[C:30]([NH2:32])=[O:31])=[CH:23][CH:22]=[CH:21][N:20]=1)[CH2:10][C:11]1[CH:16]=[C:15]([F:17])[CH:14]=[C:13]([F:18])[CH:12]=1.[F:35][C:36]([F:51])([F:50])[C:37]1[CH:38]=[C:39]2[C:43](=[CH:44][CH:45]=1)[NH:42][N:41]=[C:40]2[CH2:46][C:47](O)=[O:48], predict the reaction product. The product is: [F:17][C:15]1[CH:16]=[C:11]([CH2:10][C@@H:9]([C:19]2[C:24]([C:25]3[CH:26]=[CH:27][C:28]([F:34])=[C:29]([CH:33]=3)[C:30]([NH2:32])=[O:31])=[CH:23][CH:22]=[CH:21][N:20]=2)[NH:8][C:47](=[O:48])[CH2:46][C:40]2[C:39]3[C:43](=[CH:44][CH:45]=[C:37]([C:36]([F:50])([F:51])[F:35])[CH:38]=3)[NH:42][N:41]=2)[CH:12]=[C:13]([F:18])[CH:14]=1.